Dataset: Forward reaction prediction with 1.9M reactions from USPTO patents (1976-2016). Task: Predict the product of the given reaction. (1) Given the reactants Cl.Cl.Cl.[O:4]1[C:8]2=[C:9]([N:13]3[CH2:18][CH2:17][N:16]([CH2:19][CH2:20][C@H:21]4[CH2:26][CH2:25][C@H:24]([NH2:27])[CH2:23][CH2:22]4)[CH2:15][CH2:14]3)[N:10]=[CH:11][CH:12]=[C:7]2[CH2:6][CH2:5]1.[O:28]1[CH2:32][CH2:31][CH2:30][CH:29]1[CH2:33][C:34](O)=[O:35], predict the reaction product. The product is: [O:4]1[C:8]2=[C:9]([N:13]3[CH2:18][CH2:17][N:16]([CH2:19][CH2:20][C@H:21]4[CH2:26][CH2:25][C@H:24]([NH:27][C:34](=[O:35])[CH2:33][CH:29]5[CH2:30][CH2:31][CH2:32][O:28]5)[CH2:23][CH2:22]4)[CH2:15][CH2:14]3)[N:10]=[CH:11][CH:12]=[C:7]2[CH2:6][CH2:5]1. (2) Given the reactants [Cl:1][C:2]1[N:7]=[C:6]2[CH:8]=[C:9]([C:11]([OH:13])=O)[NH:10][C:5]2=[CH:4][CH:3]=1.C[N:15]1[CH2:20]COCC1.O.[NH2:22]N.C1(C)C=CC(S(O)(=O)=O)=CC=1, predict the reaction product. The product is: [Cl:1][C:2]1[N:7]=[C:6]2[CH:8]=[C:9]([C:11]3[O:13][CH:20]=[N:15][N:22]=3)[NH:10][C:5]2=[CH:4][CH:3]=1. (3) Given the reactants [C:1](#N)[CH3:2].[O:4]1[CH2:8][CH2:7][CH2:6][CH2:5]1.[OH2:9], predict the reaction product. The product is: [OH:9][C:8]([CH2:7][CH2:6][CH2:5][CH2:5][CH2:6][CH2:7][CH2:8][CH2:1][CH3:2])=[O:4]. (4) Given the reactants [CH3:1][C:2]1[CH:3]=[C:4]([CH:7]=[CH:8][CH:9]=1)[CH:5]=O.[CH:10]1([NH2:13])[CH2:12][CH2:11]1, predict the reaction product. The product is: [CH:10]1([NH:13][CH2:5][C:4]2[CH:7]=[CH:8][CH:9]=[C:2]([CH3:1])[CH:3]=2)[CH2:12][CH2:11]1. (5) Given the reactants [F:1][C:2]1[CH:29]=[C:28]([O:30][CH3:31])[CH:27]=[C:26]([F:32])[C:3]=1[CH2:4][NH:5][C:6]1[C:11]([S:12]([NH:15][C:16]2[CH:21]=[CH:20][C:19]([O:22][CH3:23])=[C:18]([O:24][CH3:25])[CH:17]=2)(=[O:14])=[O:13])=[CH:10][CH:9]=[CH:8][N:7]=1.[C:33](N1C=CN=C1)(N1C=CN=C1)=[O:34].C(N(CC)CC)C.ClC1C=CC=C(F)C=1CN1C2C=CC=CC=2S(=O)(=O)N(C2C=CC(=O)N(C)C=2)C1=O, predict the reaction product. The product is: [F:1][C:2]1[CH:29]=[C:28]([O:30][CH3:31])[CH:27]=[C:26]([F:32])[C:3]=1[CH2:4][N:5]1[C:6]2[N:7]=[CH:8][CH:9]=[CH:10][C:11]=2[S:12](=[O:13])(=[O:14])[N:15]([C:16]2[CH:21]=[CH:20][C:19]([O:22][CH3:23])=[C:18]([O:24][CH3:25])[CH:17]=2)[C:33]1=[O:34].